Task: Predict the product of the given reaction.. Dataset: Forward reaction prediction with 1.9M reactions from USPTO patents (1976-2016) Given the reactants N#N.[Br:3][C:4]1[CH:5]=[C:6]([C:10](=[O:12])[CH3:11])[CH:7]=[CH:8][CH:9]=1.COC(OC)OC.[CH2:20](O)[CH2:21][OH:22], predict the reaction product. The product is: [Br:3][C:4]1[CH:5]=[C:6]([C:10]2([CH3:11])[O:22][CH2:21][CH2:20][O:12]2)[CH:7]=[CH:8][CH:9]=1.